The task is: Predict the reaction yield, written as a fraction of the theoretical maximum amount of product (1.0 means a 100% yield; for example, 0.34 means a 34% yield).. This data is from Reaction yield outcomes from USPTO patents with 853,638 reactions. (1) The reactants are [Br:1][C:2]1[CH:10]=[C:9]2[C:5]([CH2:6][C:7](=[CH2:12])[C:8]2=[O:11])=[CH:4][CH:3]=1.C[Si](C)(C)[O:15][C:16]([CH:18]=[CH2:19])=[CH2:17].B(F)(F)F.CCOCC. The catalyst is ClCCl. The product is [Br:1][C:2]1[CH:10]=[C:9]2[C:5]([CH2:6][C:7]3([CH2:19][CH2:18][C:16](=[O:15])[CH2:17][CH2:12]3)[C:8]2=[O:11])=[CH:4][CH:3]=1. The yield is 0.480. (2) The reactants are [OH:1][CH:2]([C:4]1[CH:5]=[C:6]([OH:10])[CH:7]=[CH:8][CH:9]=1)[CH3:3].[Cl-].[Mg+2].[Cl-].C(N(CC)CC)C.[CH2:21]=[O:22]. The catalyst is CC#N. The product is [OH:10][C:6]1[CH:5]=[C:4]([CH:2]([OH:1])[CH3:3])[CH:9]=[CH:8][C:7]=1[CH:21]=[O:22]. The yield is 0.440. (3) The reactants are Br[CH2:2][C:3]([C:5]1[CH:10]=[CH:9][CH:8]=[C:7]([O:11][CH3:12])[CH:6]=1)=O.[NH2:13][C:14]([NH2:16])=[S:15]. The catalyst is C(O)C. The product is [CH3:12][O:11][C:7]1[CH:6]=[C:5]([C:3]2[N:13]=[C:14]([NH2:16])[S:15][CH:2]=2)[CH:10]=[CH:9][CH:8]=1. The yield is 0.943. (4) The reactants are [H-].[Na+].[C:3](=[O:17])([S:5][CH2:6][CH2:7][CH2:8][NH:9][C:10]([O:12][C:13]([CH3:16])([CH3:15])[CH3:14])=[O:11])[CH3:4].[CH3:18]I. The catalyst is C1COCC1. The product is [C:3](=[O:17])([S:5][CH2:6][CH2:7][CH2:8][N:9]([C:10]([O:12][C:13]([CH3:16])([CH3:15])[CH3:14])=[O:11])[CH3:18])[CH3:4]. The yield is 0.850. (5) The reactants are [NH2:1][C:2]1[CH:7]=[C:6]([C:8]2[S:9][C:10]([C:23]3[NH:27][CH:26]=[N:25][N:24]=3)=[C:11]([C:15]3[CH:20]=[CH:19][C:18]([Cl:21])=[CH:17][C:16]=3[Cl:22])[C:12]=2[C:13]#[N:14])[CH:5]=[CH:4][N:3]=1.N1C=CC=CC=1.[CH:34]1([C:37](Cl)=[O:38])[CH2:36][CH2:35]1.C(=O)(O)[O-].[Na+]. The catalyst is C(Cl)Cl. The product is [C:13]([C:12]1[C:11]([C:15]2[CH:20]=[CH:19][C:18]([Cl:21])=[CH:17][C:16]=2[Cl:22])=[C:10]([C:23]2[NH:27][CH:26]=[N:25][N:24]=2)[S:9][C:8]=1[C:6]1[CH:5]=[CH:4][N:3]=[C:2]([NH:1][C:37]([CH:34]2[CH2:36][CH2:35]2)=[O:38])[CH:7]=1)#[N:14]. The yield is 0.360. (6) The reactants are Cl[C:2]1[C:7]([N+:8]([O-:10])=[O:9])=[CH:6][CH:5]=[C:4]([Cl:11])[N:3]=1.CCN(C(C)C)C(C)C.[CH:21]([O:24][C:25]1[NH:29][N:28]=[C:27]([NH2:30])[CH:26]=1)([CH3:23])[CH3:22]. The catalyst is C1COCC1. The product is [Cl:11][C:4]1[N:3]=[C:2]([NH:30][C:27]2[CH:26]=[C:25]([O:24][CH:21]([CH3:23])[CH3:22])[NH:29][N:28]=2)[C:7]([N+:8]([O-:10])=[O:9])=[CH:6][CH:5]=1. The yield is 0.630.